Predict the reactants needed to synthesize the given product. From a dataset of Full USPTO retrosynthesis dataset with 1.9M reactions from patents (1976-2016). (1) Given the product [CH2:11]([O:1][NH:2][C:3](=[O:9])[O:4][C:5]([CH3:8])([CH3:7])[CH3:6])[CH2:12][CH2:13][CH2:14][CH3:15], predict the reactants needed to synthesize it. The reactants are: [OH:1][NH:2][C:3](=[O:9])[O:4][C:5]([CH3:8])([CH3:7])[CH3:6].Br[CH2:11][CH2:12][CH2:13][CH2:14][CH3:15].C1CCN2C(=NCCC2)CC1. (2) Given the product [F:1][C:2]1[CH:3]=[C:4]([CH:6]=[CH:7][C:8]=1[O:9][C:10]1[CH:15]=[CH:14][N:13]=[C:12]2[CH:16]=[C:17]([C:29]#[C:28][CH2:27][N:24]3[CH2:25][CH2:26][N:21]([CH3:20])[CH2:22][CH2:23]3)[S:18][C:11]=12)[NH2:5], predict the reactants needed to synthesize it. The reactants are: [F:1][C:2]1[CH:3]=[C:4]([CH:6]=[CH:7][C:8]=1[O:9][C:10]1[CH:15]=[CH:14][N:13]=[C:12]2[CH:16]=[C:17](I)[S:18][C:11]=12)[NH2:5].[CH3:20][N:21]1[CH2:26][CH2:25][N:24]([CH2:27][C:28]#[CH:29])[CH2:23][CH2:22]1.C(N(C(C)C)C(C)C)C. (3) Given the product [Br:1][C:2]1[N:6]2[C:7](=[O:13])[CH:8]=[C:9]([CH2:11][C:29]3[CH:30]=[C:25]([CH:26]=[CH:27][CH:28]=3)[C:23]#[N:24])[N:10]=[C:5]2[S:4][C:3]=1[CH3:14], predict the reactants needed to synthesize it. The reactants are: [Br:1][C:2]1[N:6]2[C:7](=[O:13])[CH:8]=[C:9]([CH2:11]Cl)[N:10]=[C:5]2[S:4][C:3]=1[CH3:14].P([O-])([O-])([O-])=O.[K+].[K+].[K+].[C:23]([C:25]1[CH:26]=[C:27](B(O)O)[CH:28]=[CH:29][CH:30]=1)#[N:24]. (4) Given the product [ClH:33].[S:26]1[C:23]2[CH2:24][CH2:25][NH:20][CH2:21][C:22]=2[CH:28]=[C:27]1[O:29][C:30](=[O:32])[CH3:31], predict the reactants needed to synthesize it. The reactants are: C([N:20]1[CH2:25][CH2:24][C:23]2[S:26][C:27]([O:29][C:30](=[O:32])[CH3:31])=[CH:28][C:22]=2[CH2:21]1)(C1C=CC=CC=1)(C1C=CC=CC=1)C1C=CC=CC=1.[ClH:33]. (5) Given the product [N+:10]([C:13]1[CH:22]=[C:21]([O:23][CH2:24][CH2:25][O:26][CH3:27])[C:20]([OH:28])=[CH:19][C:14]=1[C:15]([O:17][CH3:18])=[O:16])([O-:12])=[O:11], predict the reactants needed to synthesize it. The reactants are: [Cl-].[Al+3].[Cl-].[Cl-].N#N.C(Cl)Cl.[N+:10]([C:13]1[CH:22]=[C:21]([O:23][CH2:24][CH2:25][O:26][CH3:27])[C:20]([O:28]C)=[CH:19][C:14]=1[C:15]([O:17][CH3:18])=[O:16])([O-:12])=[O:11].